Dataset: Peptide-MHC class II binding affinity with 134,281 pairs from IEDB. Task: Regression. Given a peptide amino acid sequence and an MHC pseudo amino acid sequence, predict their binding affinity value. This is MHC class II binding data. The peptide sequence is IKSDKPLKGPFNFRF. The MHC is DRB1_1201 with pseudo-sequence DRB1_1201. The binding affinity (normalized) is 0.160.